This data is from Forward reaction prediction with 1.9M reactions from USPTO patents (1976-2016). The task is: Predict the product of the given reaction. (1) The product is: [F:28][C:29]1[CH:34]=[C:33]([C:2]2[N:3]=[C:4]([N:22]3[CH2:27][CH2:26][O:25][CH2:24][CH2:23]3)[C:5]3[S:10][C:9]([CH2:11][N:12]4[CH2:17][CH2:16][N:15]([S:18]([CH3:21])(=[O:20])=[O:19])[CH2:14][CH2:13]4)=[CH:8][C:6]=3[N:7]=2)[CH:32]=[C:31]([F:38])[N:30]=1. Given the reactants Cl[C:2]1[N:3]=[C:4]([N:22]2[CH2:27][CH2:26][O:25][CH2:24][CH2:23]2)[C:5]2[S:10][C:9]([CH2:11][N:12]3[CH2:17][CH2:16][N:15]([S:18]([CH3:21])(=[O:20])=[O:19])[CH2:14][CH2:13]3)=[CH:8][C:6]=2[N:7]=1.[F:28][C:29]1[CH:34]=[C:33](B(O)O)[CH:32]=[C:31]([F:38])[N:30]=1, predict the reaction product. (2) The product is: [Cl:13][C:5]1[C:4]([Cl:14])=[CH:3][C:2](/[CH:23]=[CH:24]/[CH2:25][O:26][CH3:27])=[CH:7][C:6]=1[CH2:8][NH:9][CH:10]1[CH2:12][CH2:11]1. Given the reactants Br[C:2]1[CH:3]=[C:4]([Cl:14])[C:5]([Cl:13])=[C:6]([CH2:8][NH:9][CH:10]2[CH2:12][CH2:11]2)[CH:7]=1.CC1(C)C(C)(C)OB(/[CH:23]=[CH:24]/[CH2:25][O:26][CH3:27])O1.CN(C=O)C.C([O-])([O-])=O.[Na+].[Na+], predict the reaction product. (3) Given the reactants Cl[C:2]1[S:3][C:4]2[CH:10]=[CH:9][CH:8]=[CH:7][C:5]=2[N:6]=1.[C@H:11]12[CH2:17][C@H:14]([NH:15][CH2:16]1)[CH2:13][N:12]2[C:18]([O:20][C:21]([CH3:24])([CH3:23])[CH3:22])=[O:19].[OH-].[Na+], predict the reaction product. The product is: [S:3]1[C:4]2[CH:10]=[CH:9][CH:8]=[CH:7][C:5]=2[N:6]=[C:2]1[N:15]1[CH2:16][C@@H:11]2[CH2:17][C@H:14]1[CH2:13][N:12]2[C:18]([O:20][C:21]([CH3:24])([CH3:23])[CH3:22])=[O:19]. (4) Given the reactants Cl.[NH2:2][C:3]1[CH:26]=[CH:25][C:6]([C:7]([NH:9][C:10]2[CH:15]=[CH:14][C:13]([NH:16][C:17]3[CH:22]=[C:21]([CH3:23])[N:20]=[C:19]([NH2:24])[N:18]=3)=[CH:12][CH:11]=2)=[O:8])=[CH:5][CH:4]=1.Cl.[Cl:28][C:29]1[C:38]2[C:33](=[CH:34][CH:35]=[C:36]([N:39]([CH3:41])[CH3:40])[CH:37]=2)[N:32]=[CH:31][CH:30]=1.O=[O+][O-], predict the reaction product. The product is: [ClH:28].[NH2:24][C:19]1[N:18]=[C:17]([NH:16][C:13]2[CH:12]=[CH:11][C:10]([NH:9][C:7](=[O:8])[C:6]3[CH:25]=[CH:26][C:3]([NH:2][C:29]4[C:38]5[C:33](=[CH:34][CH:35]=[C:36]([N:39]([CH3:41])[CH3:40])[CH:37]=5)[N:32]=[CH:31][CH:30]=4)=[CH:4][CH:5]=3)=[CH:15][CH:14]=2)[CH:22]=[C:21]([CH3:23])[N:20]=1. (5) Given the reactants Br[C:2]1[C:3]2[NH:7][C:6]([C:8](C3C(C)=CC=CC=3C)=[C:9]3[N:34]=[C:12]([C:13](Br)=[C:14]4[NH:32][C:17](=[C:18](C5C(C)=CC=CC=5C)[C:19]5[CH:20]=[CH:21][C:22]=1[N:23]=5)[CH:16]=[CH:15]4)[CH:11]=[CH:10]3)=[CH:5][CH:4]=2.C1C=CC(P(C2C(OC3C(P(C4C=CC=CC=4)C4C=CC=CC=4)=CC=CC=3)=CC=CC=2)C2C=CC=CC=2)=CC=1.C([O-])([O-])=O.[Cs+].[Cs+].C(OCC)(=O)C, predict the reaction product. The product is: [C:3]12[CH:2]=[C:22]3[N:23]=[C:19]([CH:20]=[CH:21]3)[CH:18]=[C:17]3[NH:32][C:14]([CH:15]=[CH:16]3)=[CH:13][C:12]3=[N:34][C:9]([CH:10]=[CH:11]3)=[CH:8][C:6]([NH:7]1)=[CH:5][CH:4]=2.